Dataset: Full USPTO retrosynthesis dataset with 1.9M reactions from patents (1976-2016). Task: Predict the reactants needed to synthesize the given product. (1) Given the product [Br:8][C:9]1[CH:10]=[C:11]2[C:12]3([O:4][N:3]([CH3:2])[C:31]([NH2:32])=[N:30]3)[CH2:13][CH:14]([C:19]3[CH:20]=[CH:21][C:22]([O:25][C:26]([F:27])([F:28])[F:29])=[CH:23][CH:24]=3)[O:6][C:5]2=[CH:17][CH:18]=1, predict the reactants needed to synthesize it. The reactants are: Cl.[CH3:2][NH:3][OH:4].[CH3:5][O-:6].[Na+].[Br:8][C:9]1[CH:10]=[C:11]2C(=[CH:17][CH:18]=1)O[CH:14]([C:19]1[CH:24]=[CH:23][C:22]([O:25][C:26]([F:29])([F:28])[F:27])=[CH:21][CH:20]=1)[CH2:13]/[C:12]/2=[N:30]\[C:31]#[N:32]. (2) The reactants are: [NH2:1][C@H:2]([C:4]1[O:5][C:6]2[C:11]([C:12](=[O:20])[C:13]=1[C:14]1[CH:19]=[CH:18][CH:17]=[CH:16][CH:15]=1)=[CH:10][C:9]([F:21])=[CH:8][CH:7]=2)[CH3:3].[C:22]([O:26][C:27]([NH:29][C:30]1[C:38]([C:39](O)=[O:40])=[C:33]2[N:34]=[CH:35][CH:36]=[CH:37][N:32]2[N:31]=1)=[O:28])([CH3:25])([CH3:24])[CH3:23].C1C=CC2N(O)N=NC=2C=1.C(Cl)CCl.C(N(C(C)C)CC)(C)C. Given the product [F:21][C:9]1[CH:10]=[C:11]2[C:6](=[CH:7][CH:8]=1)[O:5][C:4]([C@@H:2]([NH:1][C:39]([C:38]1[C:30]([NH:29][C:27](=[O:28])[O:26][C:22]([CH3:24])([CH3:23])[CH3:25])=[N:31][N:32]3[CH:37]=[CH:36][CH:35]=[N:34][C:33]=13)=[O:40])[CH3:3])=[C:13]([C:14]1[CH:19]=[CH:18][CH:17]=[CH:16][CH:15]=1)[C:12]2=[O:20], predict the reactants needed to synthesize it. (3) Given the product [O:49]=[S:2]1(=[O:1])[CH2:7][CH2:6][N:5]([CH2:8][CH2:9][NH:10][C@:11]23[CH2:45][CH2:44][C@@H:43]([C:46]([CH3:48])=[CH2:47])[C@@H:12]2[C@@H:13]2[C@@:26]([CH3:29])([CH2:27][CH2:28]3)[C@@:25]3([CH3:30])[C@@H:16]([C@:17]4([CH3:42])[C@@H:22]([CH2:23][CH2:24]3)[C:21]([CH3:32])([CH3:31])[C:20]([C:33]3[CH2:38][CH2:37][CH:36]([C:39]([O:41][CH3:53])=[O:40])[CH2:35][CH:34]=3)=[CH:19][CH2:18]4)[CH2:15][CH2:14]2)[CH2:4][CH2:3]1, predict the reactants needed to synthesize it. The reactants are: [O:1]=[S:2]1(=[O:49])[CH2:7][CH2:6][N:5]([CH2:8][CH2:9][NH:10][C@:11]23[CH2:45][CH2:44][C@@H:43]([C:46]([CH3:48])=[CH2:47])[C@@H:12]2[C@@H:13]2[C@@:26]([CH3:29])([CH2:27][CH2:28]3)[C@@:25]3([CH3:30])[C@@H:16]([C@:17]4([CH3:42])[C@@H:22]([CH2:23][CH2:24]3)[C:21]([CH3:32])([CH3:31])[C:20]([C:33]3[CH2:38][CH2:37][CH:36]([C:39]([OH:41])=[O:40])[CH2:35][CH:34]=3)=[CH:19][CH2:18]4)[CH2:15][CH2:14]2)[CH2:4][CH2:3]1.CO.[Si](C=[N+]=[N-])(C)(C)[CH3:53].C(O)(=O)C. (4) Given the product [Br:1][C:2]1[CH:3]=[C:4]2[C:8](=[CH:9][CH:10]=1)[NH:7][CH:6]=[C:5]2[CH2:21][C:22]1[CH:27]=[CH:26][C:25]([C:28]([CH3:32])([CH3:31])[C:29]#[N:30])=[CH:24][CH:23]=1, predict the reactants needed to synthesize it. The reactants are: [Br:1][C:2]1[CH:3]=[C:4]2[C:8](=[CH:9][CH:10]=1)[N:7](S(C1C=CC(C)=CC=1)(=O)=O)[CH:6]=[C:5]2[CH2:21][C:22]1[CH:27]=[CH:26][C:25]([C:28]([CH3:32])([CH3:31])[C:29]#[N:30])=[CH:24][CH:23]=1.C(=O)([O-])[O-].[Cs+].[Cs+]. (5) Given the product [NH2:14][CH:13]=[C:12]([NH:11][C:9](=[O:10])[C:8]1[CH:7]=[CH:6][C:5]([S:2]([NH2:1])(=[O:4])=[O:3])=[CH:18][CH:17]=1)[CH:16]=[O:15], predict the reactants needed to synthesize it. The reactants are: [NH2:1][S:2]([C:5]1[CH:18]=[CH:17][C:8]([C:9]([NH:11][C:12]2[CH:13]=[N:14][O:15][CH:16]=2)=[O:10])=[CH:7][CH:6]=1)(=[O:4])=[O:3].CN(C=O)C.[H][H]. (6) Given the product [CH3:18][S:19]([O:10][C:4]1[CH:5]=[C:6]([O:8][CH3:9])[CH:7]=[C:2]([Cl:1])[CH:3]=1)(=[O:21])=[O:20], predict the reactants needed to synthesize it. The reactants are: [Cl:1][C:2]1[CH:3]=[C:4]([OH:10])[CH:5]=[C:6]([O:8][CH3:9])[CH:7]=1.C(N(CC)CC)C.[CH3:18][S:19](Cl)(=[O:21])=[O:20]. (7) Given the product [BrH:16].[NH:11]1[CH2:12][CH2:13][CH2:14][CH:9]([C:4]2[CH:5]=[CH:6][CH:7]=[CH:8][C:3]=2[OH:2])[CH2:10]1, predict the reactants needed to synthesize it. The reactants are: C[O:2][C:3]1[CH:8]=[CH:7][CH:6]=[CH:5][C:4]=1[CH:9]1[CH2:14][CH2:13][CH2:12][NH:11][CH2:10]1.Cl.[BrH:16].